Dataset: Forward reaction prediction with 1.9M reactions from USPTO patents (1976-2016). Task: Predict the product of the given reaction. (1) Given the reactants C([Li])(C)(C)C.[CH2:6]([O:13][C:14]1[CH:19]=[CH:18][C:17](Br)=[CH:16][CH:15]=1)[C:7]1[CH:12]=[CH:11][CH:10]=[CH:9][CH:8]=1.[F:21][C:22]1[C:30]([F:31])=[CH:29][CH:28]=[CH:27][C:23]=1[C:24](Cl)=[O:25].O, predict the reaction product. The product is: [CH2:6]([O:13][C:14]1[CH:19]=[CH:18][C:17]([C:24]([C:23]2[CH:27]=[CH:28][CH:29]=[C:30]([F:31])[C:22]=2[F:21])=[O:25])=[CH:16][CH:15]=1)[C:7]1[CH:12]=[CH:11][CH:10]=[CH:9][CH:8]=1. (2) Given the reactants [CH3:1][C:2]1[CH:7]=[C:6]([C:8](=[O:38])[CH2:9][C@H:10]([C:18]2[CH:23]=[CH:22][C:21]([N:24]3[CH2:29][CH2:28][CH:27]([C:30]([NH:32][CH2:33][C:34]([O:36]C)=[O:35])=[O:31])[CH2:26][CH2:25]3)=[CH:20][CH:19]=2)[C:11]2[CH:16]=[CH:15][CH:14]=[CH:13][C:12]=2[CH3:17])[CH:5]=[CH:4][N:3]=1.[OH-].[Li+].S([O-])(O)(=O)=O.[K+].[Cl-].[NH4+], predict the reaction product. The product is: [CH3:1][C:2]1[CH:7]=[C:6]([C:8](=[O:38])[CH2:9][C@H:10]([C:18]2[CH:23]=[CH:22][C:21]([N:24]3[CH2:25][CH2:26][CH:27]([C:30]([NH:32][CH2:33][C:34]([OH:36])=[O:35])=[O:31])[CH2:28][CH2:29]3)=[CH:20][CH:19]=2)[C:11]2[CH:16]=[CH:15][CH:14]=[CH:13][C:12]=2[CH3:17])[CH:5]=[CH:4][N:3]=1. (3) Given the reactants [C:1]([O:5][C:6]([NH:8][C:9]1[CH:14]=[CH:13][C:12]([C:15]2[S:16][CH:17]=[CH:18][CH:19]=2)=[CH:11][C:10]=1[NH:20][C:21]([C:23]1[CH:28]=[CH:27][C:26]([CH:29]([OH:33])[C:30]([OH:32])=O)=[CH:25][CH:24]=1)=[O:22])=[O:7])([CH3:4])([CH3:3])[CH3:2].C[CH2:35][N:36]=C=NCCCN(C)C.C1C=CC2N(O)N=NC=2C=1.Cl.CN.C(N(C(C)C)CC)(C)C, predict the reaction product. The product is: [C:1]([O:5][C:6](=[O:7])[NH:8][C:9]1[CH:14]=[CH:13][C:12]([C:15]2[S:16][CH:17]=[CH:18][CH:19]=2)=[CH:11][C:10]=1[NH:20][C:21](=[O:22])[C:23]1[CH:24]=[CH:25][C:26]([CH:29]([OH:33])[C:30](=[O:32])[NH:36][CH3:35])=[CH:27][CH:28]=1)([CH3:3])([CH3:4])[CH3:2]. (4) Given the reactants Br[C:2]1[CH:7]=[CH:6][C:5]([C:8]([CH3:16])([CH3:15])[O:9][SiH2:10][C:11]([CH3:14])([CH3:13])[CH3:12])=[CH:4][N:3]=1.[Cl-].[F:18][C:19]1[CH:26]=[CH:25][C:22]([CH2:23][Zn+])=[CH:21][CH:20]=1.CCOC(C)=O, predict the reaction product. The product is: [C:11]([SiH2:10][O:9][C:8]([CH3:16])([CH3:15])[C:5]1[CH:6]=[CH:7][C:2]([CH2:23][C:22]2[CH:25]=[CH:26][C:19]([F:18])=[CH:20][CH:21]=2)=[N:3][CH:4]=1)([CH3:14])([CH3:13])[CH3:12]. (5) Given the reactants [NH:1]1[CH2:6][CH2:5][NH:4][CH2:3][CH2:2]1.C(=O)([O-])[O-].[K+].[K+].Br[C:14]1[CH:19]=[CH:18][C:17]([N+:20]([O-:22])=[O:21])=[CH:16][N:15]=1.O, predict the reaction product. The product is: [N+:20]([C:17]1[CH:18]=[CH:19][C:14]([N:1]2[CH2:6][CH2:5][NH:4][CH2:3][CH2:2]2)=[N:15][CH:16]=1)([O-:22])=[O:21]. (6) Given the reactants [O:1]=[C:2]1[C:6]2([CH2:11][CH2:10][N:9](C(OCC3C=CC=CC=3)=O)[CH2:8][CH2:7]2)[CH2:5][CH2:4][N:3]1[C:22]1[C:30]2[C:25](=[CH:26][N:27]=[C:28]([C:31]3[CH:32]=[N:33][CH:34]=[CH:35][CH:36]=3)[CH:29]=2)[N:24](COCC[Si](C)(C)C)[N:23]=1, predict the reaction product. The product is: [N:33]1[CH:34]=[CH:35][CH:36]=[C:31]([C:28]2[CH:29]=[C:30]3[C:22]([N:3]4[CH2:4][CH2:5][C:6]5([CH2:7][CH2:8][NH:9][CH2:10][CH2:11]5)[C:2]4=[O:1])=[N:23][NH:24][C:25]3=[CH:26][N:27]=2)[CH:32]=1. (7) The product is: [OH:26][CH2:25][C:24]([NH:23][C:2]1[C:3]([CH3:22])=[N:4][C:5]2[C:10]([N:11]=1)=[C:9]([C:12]1[NH:20][C:19]3[CH2:18][CH2:17][NH:16][C:15](=[O:21])[C:14]=3[CH:13]=1)[CH:8]=[CH:7][CH:6]=2)([CH3:28])[CH3:27]. Given the reactants F[C:2]1[C:3]([CH3:22])=[N:4][C:5]2[C:10]([N:11]=1)=[C:9]([C:12]1[NH:20][C:19]3[CH2:18][CH2:17][NH:16][C:15](=[O:21])[C:14]=3[CH:13]=1)[CH:8]=[CH:7][CH:6]=2.[NH2:23][C:24]([CH3:28])([CH3:27])[CH2:25][OH:26], predict the reaction product.